The task is: Predict which catalyst facilitates the given reaction.. This data is from Catalyst prediction with 721,799 reactions and 888 catalyst types from USPTO. (1) Reactant: Br[C:2]1[CH:9]=[CH:8][C:5]([CH:6]=[O:7])=[CH:4][CH:3]=1.[N+:10]([C:13]1[CH:14]=[C:15](B(O)O)[CH:16]=[CH:17][CH:18]=1)([O-:12])=[O:11].CN(C)C=O.C([O-])(=O)C.[K+]. Product: [N+:10]([C:13]1[CH:18]=[C:17]([C:2]2[CH:9]=[CH:8][C:5]([CH:6]=[O:7])=[CH:4][CH:3]=2)[CH:16]=[CH:15][CH:14]=1)([O-:12])=[O:11]. The catalyst class is: 386. (2) Reactant: [CH:1]([C:3]1[N:4]=[C:5]([CH:8]2[CH2:13][CH2:12][N:11]([C:14]([O:16][C:17]([CH3:20])([CH3:19])[CH3:18])=[O:15])[CH2:10][CH2:9]2)[S:6][CH:7]=1)=O.[C:21](=O)([O-])[O-].[K+].[K+].[N+](=C(P(=O)(OC)OC)C(=O)C)=[N-]. Product: [C:1]([C:3]1[N:4]=[C:5]([CH:8]2[CH2:13][CH2:12][N:11]([C:14]([O:16][C:17]([CH3:20])([CH3:19])[CH3:18])=[O:15])[CH2:10][CH2:9]2)[S:6][CH:7]=1)#[CH:21]. The catalyst class is: 5.